Predict the reaction yield, written as a fraction of the theoretical maximum amount of product (1.0 means a 100% yield; for example, 0.34 means a 34% yield). From a dataset of Reaction yield outcomes from USPTO patents with 853,638 reactions. (1) The reactants are [CH3:1]/[C:2](/[O:8][Si](C)(C)C)=[N:3]\[Si](C)(C)C.[C:13]([O:16][CH2:17][C@@H:18]1[C@H:22]([O:23][CH2:24][C:25]2[CH:30]=[CH:29][C:28]([Cl:31])=[CH:27][CH:26]=2)[C:21]([CH2:38][O:39][S:40]([CH3:43])(=[O:42])=[O:41])([CH2:32][O:33][S:34]([CH3:37])(=[O:36])=[O:35])[O:20][CH:19]1OC(=O)C)(=[O:15])[CH3:14].N1[CH:56]=[C:54]([CH3:55])[C:52](=[O:53])[NH:51][C:49]1=[O:50].[Si](OS(C(F)(F)F)(=O)=O)(C)(C)C. The catalyst is C(#N)C.C(Cl)Cl. The product is [C:13]([O:16][CH2:17][C@@H:18]1[C@H:22]([O:23][CH2:24][C:25]2[CH:26]=[CH:27][C:28]([Cl:31])=[CH:29][CH:30]=2)[C:21]([CH2:38][O:39][S:40]([CH3:43])(=[O:41])=[O:42])([CH2:32][O:33][S:34]([CH3:37])(=[O:36])=[O:35])[O:20][CH:19]1[C@@:2]1([N:3]2[CH:56]=[C:54]([CH3:55])[C:52](=[O:53])[NH:51][C:49]2=[O:50])[O:8][C@H:18]([CH2:19][OH:20])[C@@H:17]([OH:16])[CH2:1]1)(=[O:15])[CH3:14]. The yield is 0.820. (2) The reactants are [BH4-].[Li+].Cl[Si](C)(C)C.[F:8][C:9]1[CH:22]=[CH:21][C:20]2[C:11](=[C:12]([CH3:23])[N:13]=[C:14]3[C:19]=2[CH:18]=[CH:17][CH:16]=[CH:15]3)[CH:10]=1.C(O)(=O)CC(CC(O)=O)(C(O)=O)O. The catalyst is C1(C)C=CC=CC=1.O1CCCC1.CO.C(OCC)(=O)C. The product is [F:8][C:9]1[CH:10]=[C:11]2[C:20](=[CH:21][CH:22]=1)[C:19]1[CH:18]=[CH:17][CH:16]=[CH:15][C:14]=1[NH:13][C@H:12]2[CH3:23]. The yield is 0.950. (3) The reactants are Cl[C:2]1[CH:7]=[C:6]([C:8]2[C:9]([C:17]3[S:18][C:19]([Cl:22])=[CH:20][CH:21]=3)=[N:10][N:11]([CH:13]([CH2:15][CH3:16])[CH3:14])[CH:12]=2)[CH:5]=[CH:4][N:3]=1.[CH:23]([NH2:26])([CH3:25])[CH3:24].CN(C)[CH:29]=[O:30]. The catalyst is [C-]#[O+].[C-]#[O+].[C-]#[O+].[C-]#[O+].[C-]#[O+].[C-]#[O+].[Mo]. The product is [CH:13]([N:11]1[CH:12]=[C:8]([C:6]2[CH:5]=[CH:4][N:3]=[C:2]([C:29]([NH:26][CH:23]([CH3:25])[CH3:24])=[O:30])[CH:7]=2)[C:9]([C:17]2[S:18][C:19]([Cl:22])=[CH:20][CH:21]=2)=[N:10]1)([CH2:15][CH3:16])[CH3:14]. The yield is 0.260. (4) The reactants are [F:1][C:2]1[CH:3]=[C:4]([CH2:9][C@H:10]([NH:25][C:26](=[O:44])[C:27]2[CH:32]=[CH:31][CH:30]=[C:29]([C:33](=[O:43])[N:34]([CH3:42])[CH2:35][C:36]3[S:37][CH:38]=[C:39]([CH3:41])[N:40]=3)[CH:28]=2)[C@@H:11]([C@H:13]2[CH2:17][CH2:16][CH2:15][N:14]2C(OC(C)(C)C)=O)[OH:12])[CH:5]=[C:6]([F:8])[CH:7]=1.Cl. The catalyst is CO.O1CCOCC1. The product is [F:8][C:6]1[CH:5]=[C:4]([CH2:9][C@H:10]([NH:25][C:26](=[O:44])[C:27]2[CH:32]=[CH:31][CH:30]=[C:29]([C:33]([N:34]([CH3:42])[CH2:35][C:36]3[S:37][CH:38]=[C:39]([CH3:41])[N:40]=3)=[O:43])[CH:28]=2)[C@H:11]([OH:12])[C@H:13]2[CH2:17][CH2:16][CH2:15][NH:14]2)[CH:3]=[C:2]([F:1])[CH:7]=1. The yield is 0.650. (5) The reactants are Cl.[CH3:2][C:3]1[C:7]([CH2:8][N:9]2[CH:13]=[C:12]([NH2:14])[CH:11]=[N:10]2)=[C:6]([CH3:15])[O:5][N:4]=1.[C:16](=O)(OC1C=CC=CN=1)[O:17]C1C=CC=CN=1.C(N(CC)CC)C. The catalyst is ClCCl. The product is [N:14]([C:12]1[CH:11]=[N:10][N:9]([CH2:8][C:7]2[C:3]([CH3:2])=[N:4][O:5][C:6]=2[CH3:15])[CH:13]=1)=[C:16]=[O:17]. The yield is 1.00. (6) The reactants are [N+:1]([C:4]1[CH:5]=[C:6]([CH2:10][C:11]2[C:19]3[C:14](=[CH:15][CH:16]=[CH:17][CH:18]=3)[N:13]([CH2:20][C:21]([O:23]CC)=[O:22])[CH:12]=2)[CH:7]=[CH:8][CH:9]=1)([O-:3])=[O:2].[OH-].[Na+].Cl. The catalyst is C1COCC1.CCO. The product is [N+:1]([C:4]1[CH:5]=[C:6]([CH2:10][C:11]2[C:19]3[C:14](=[CH:15][CH:16]=[CH:17][CH:18]=3)[N:13]([CH2:20][C:21]([OH:23])=[O:22])[CH:12]=2)[CH:7]=[CH:8][CH:9]=1)([O-:3])=[O:2]. The yield is 0.690.